Binary Classification. Given a drug SMILES string, predict its activity (active/inactive) in a high-throughput screening assay against a specified biological target. From a dataset of Orexin1 receptor HTS with 218,158 compounds and 233 confirmed actives. (1) The compound is Clc1c(c2oc(/C=N/NC(=O)C3C(CNC3=O)c3ccccc3)cc2)cccc1Cl. The result is 1 (active). (2) The drug is O=C(C1NN=C(C1c1ccc(OC)cc1)C(OCC)=O)c1ccc(cc1)C. The result is 0 (inactive). (3) The drug is S(CC(=O)N\N=C(\c1cc2OCCOc2cc1)C)c1nc(cc(n1)C)C. The result is 0 (inactive). (4) The drug is O(CCCCN1CCCCCC1)c1c(c2ccccc2)cccc1. The result is 0 (inactive). (5) The drug is s1c2c3sc(SC)nc3ccc2nc1NC(=O)c1sccc1. The result is 1 (active). (6) The compound is O=C1N(C2CCCCC2)C(=NC1)Nc1c(cc(cc1C)C)C. The result is 0 (inactive). (7) The drug is Fc1ccc(NC(=O)N(C2CCCC2)C2CCN(CC2)C(=O)C)cc1. The result is 0 (inactive). (8) The drug is OC(=O)c1cc(nc2c1cccc2)CC(C)C. The result is 0 (inactive).